This data is from Drug-target binding data from BindingDB using IC50 measurements. The task is: Regression. Given a target protein amino acid sequence and a drug SMILES string, predict the binding affinity score between them. We predict pIC50 (pIC50 = -log10(IC50 in M); higher means more potent). Dataset: bindingdb_ic50. (1) The compound is Cn1cc(C#N)cc1-c1c2c(=O)n(CC#N)c(=O)n(CC3CC3)c2nn1Cc1ccnc2ccc(Cl)cc12. The target protein (Q9ZLT0) has sequence MKIGVFDSGVGGFSVLKSLLKARLFDEIIYYGDSARVPYGTKDPTTIKQFGLEALDFFKPHEIELLIVACNTASALALEEMQKYSKIPIVGVIEPSILAIKRQVEDKNAPILVLGTKATIQSNAYDNALKQQGYLNISHLATSLFVPLIEESILEGELLETCMHYYFTPLEILPEVIILGCTHFPLIAQKIEGYFMGHFALPTPPLLIHSGDAIVEYLQQKYALKNNACTFPKVEFHASGDVIWLERQAKEWLKL. The pIC50 is 7.3. (2) The target protein (Q9Y243) has sequence MSDVTIVKEGWVQKRGEYIKNWRPRYFLLKTDGSFIGYKEKPQDVDLPYPLNNFSVAKCQLMKTERPKPNTFIIRCLQWTTVIERTFHVDTPEEREEWTEAIQAVADRLQRQEEERMNCSPTSQIDNIGEEEMDASTTHHKRKTMNDFDYLKLLGKGTFGKVILVREKASGKYYAMKILKKEVIIAKDEVAHTLTESRVLKNTRHPFLTSLKYSFQTKDRLCFVMEYVNGGELFFHLSRERVFSEDRTRFYGAEIVSALDYLHSGKIVYRDLKLENLMLDKDGHIKITDFGLCKEGITDAATMKTFCGTPEYLAPEVLEDNDYGRAVDWWGLGVVMYEMMCGRLPFYNQDHEKLFELILMEDIKFPRTLSSDAKSLLSGLLIKDPNKRLGGGPDDAKEIMRHSFFSGVNWQDVYDKKLVPPFKPQVTSETDTRYFDEEFTAQTITITPPEKYDEDGMDCMDNERRPHFPQFSYSASGRE. The small molecule is Cc1ccc(C[C@@H](N)C(=O)N2CCN(c3ncnc4ccccc34)CC2)cc1. The pIC50 is 6.1. (3) The drug is Cc1ccc(S(=O)(=O)N(C)c2ccccc2C(=O)c2ccsc2)cc1. The target protein (P97520) has sequence MDPISNDSSEITYDYSDGTPNPDMPADGVYIPKMEPGDIAALIIYLAVFLVGVTGNALVVWVTAFEAKRTVNAIWFLNLAVADLLSCLALPILFTSIVKHNHWPFGDQACIVLPSLILLNMYSSILLLATISADRFLLVFKPIWCQKFRRPGLAWMACGVTWVLALLLTIPSFVFRRIHKDPYSDSILCNIDYSKGPFFIEKAIAILRLMVGFVLPLLTLNICYTFLLIRTWSRKATRSTKTLKVVMAVVTCFFVFWLPYQVTGVILAWLPRSSSTFQSVERLNSLCVSLAYINCCVNPIIYVMAGQGFHGRLRRSLPSIIRNVLSEDSLGRDSKSFTRSTMDTSTQKSQAV. The pIC50 is 5.5.